From a dataset of Full USPTO retrosynthesis dataset with 1.9M reactions from patents (1976-2016). Predict the reactants needed to synthesize the given product. Given the product [Cl:1][C:2]1[CH:7]=[CH:6][CH:5]=[CH:4][C:3]=1[CH:8]1[CH2:19][C:18]2[N:17]([CH3:20])[C:16]([CH:33]=[O:34])=[CH:15][C:14]=2[CH:13]2[CH:9]1[C:10](=[O:22])[NH:11][C:12]2=[O:21], predict the reactants needed to synthesize it. The reactants are: [Cl:1][C:2]1[CH:7]=[CH:6][CH:5]=[CH:4][C:3]=1[CH:8]1[CH2:19][C:18]2[N:17]([CH3:20])[CH:16]=[CH:15][C:14]=2[CH:13]2[CH:9]1[C:10](=[O:22])[NH:11][C:12]2=[O:21].P(Cl)(Cl)(Cl)=O.[OH-].[Na+].CN([CH:33]=[O:34])C.